This data is from Forward reaction prediction with 1.9M reactions from USPTO patents (1976-2016). The task is: Predict the product of the given reaction. (1) The product is: [Cl:1][C:2]1[N:7]=[C:6]([C:8]([NH:10][C:11]2[CH:15]=[CH:14][N:13]([CH3:16])[N:12]=2)=[O:9])[C:5]([SH:17])=[CH:4][CH:3]=1. Given the reactants [Cl:1][C:2]1[N:7]=[C:6]([C:8]([NH:10][C:11]2[CH:15]=[CH:14][N:13]([CH3:16])[N:12]=2)=[O:9])[C:5]([S:17]CC2C=CC(OC)=CC=2)=[CH:4][CH:3]=1, predict the reaction product. (2) Given the reactants C[O:2][C:3](=[O:17])[CH2:4][CH:5]1[C:13]2[C:8](=[CH:9][CH:10]=[CH:11][CH:12]=2)[CH2:7][N:6]1[CH:14]([CH3:16])[CH3:15].[OH-].[Na+], predict the reaction product. The product is: [CH:14]([N:6]1[CH2:7][C:8]2[C:13](=[CH:12][CH:11]=[CH:10][CH:9]=2)[CH:5]1[CH2:4][C:3]([OH:17])=[O:2])([CH3:16])[CH3:15]. (3) Given the reactants [O:1]1[CH2:6][CH2:5][N:4]([C:7]2[CH:16]=[CH:15][C:10]3[O:11][CH2:12][CH2:13][NH:14][C:9]=3[CH:8]=2)[CH2:3][CH2:2]1.Cl[C:18]1[C:27]2[C:22](=[N:23][CH:24]=[CH:25][CH:26]=2)[N:21]=[C:20]([C:28]2[CH:33]=[CH:32][CH:31]=[CH:30][N:29]=2)[C:19]=1[CH3:34], predict the reaction product. The product is: [CH3:34][C:19]1[C:20]([C:28]2[CH:33]=[CH:32][CH:31]=[CH:30][N:29]=2)=[N:21][C:22]2[C:27]([C:18]=1[N:14]1[C:9]3[CH:8]=[C:7]([N:4]4[CH2:5][CH2:6][O:1][CH2:2][CH2:3]4)[CH:16]=[CH:15][C:10]=3[O:11][CH2:12][CH2:13]1)=[CH:26][CH:25]=[CH:24][N:23]=2. (4) Given the reactants C1=CCCC=CCC1.[CH:9]1[CH2:14][CH2:13][CH2:12][CH2:11][CH:10]=1.[CH2:15]([O:17][C:18](=[O:22])[CH:19](Cl)[Cl:20])[CH3:16].CC([O-])(C)C.[K+].C([O-])(=O)C.[Na+].OO.[Na+].[Cl-], predict the reaction product. The product is: [Cl:20][CH:19]([CH:9]1[CH2:14][CH2:13][CH2:12][CH2:11][CH2:10]1)[C:18]([O:17][CH2:15][CH3:16])=[O:22]. (5) Given the reactants C[N:2](C)[CH:3]=[CH:4][C:5](=O)[C:6]([CH3:17])([C:8]1[CH:13]=[CH:12][C:11]([N+:14]([O-:16])=[O:15])=[CH:10][CH:9]=1)[CH3:7].O.[NH2:21]N, predict the reaction product. The product is: [CH3:7][C:6]([C:5]1[NH:21][N:2]=[CH:3][CH:4]=1)([C:8]1[CH:13]=[CH:12][C:11]([N+:14]([O-:16])=[O:15])=[CH:10][CH:9]=1)[CH3:17]. (6) Given the reactants [F:1][CH:2]1[CH2:8][N:7]([C:9]2[N:13]([CH3:14])[N:12]=[CH:11][C:10]=2[N+:15]([O-])=O)[CH2:6][CH2:5][CH:4]([NH:18]C(=O)OC(C)(C)C)[CH2:3]1.C(OC([NH:33][C:34]1[S:38][C:37]([C:39]2[C:44]([F:45])=[CH:43][CH:42]=[CH:41][C:40]=2[F:46])=[N:36][C:35]=1[C:47](O)=[O:48])=O)(C)(C)C.CO.C(Cl)Cl.N, predict the reaction product. The product is: [NH2:33][C:34]1[S:38][C:37]([C:39]2[C:44]([F:45])=[CH:43][CH:42]=[CH:41][C:40]=2[F:46])=[N:36][C:35]=1[C:47]([NH:15][C:10]1[CH:11]=[N:12][N:13]([CH3:14])[C:9]=1[N:7]1[CH2:6][CH2:5][CH:4]([NH2:18])[CH2:3][CH:2]([F:1])[CH2:8]1)=[O:48]. (7) Given the reactants [C:1]1([C@@H:7]2[CH2:12][CH2:11][C@H:10]([NH2:13])[CH2:9][CH2:8]2)[CH:6]=[CH:5][CH:4]=[CH:3][CH:2]=1.[Cl:14][C:15]1[CH:16]=[C:17]([N:21]=[C:22]=[O:23])[CH:18]=[CH:19][CH:20]=1, predict the reaction product. The product is: [Cl:14][C:15]1[CH:16]=[C:17]([NH:21][C:22]([NH:13][C@H:10]2[CH2:9][CH2:8][C@@H:7]([C:1]3[CH:6]=[CH:5][CH:4]=[CH:3][CH:2]=3)[CH2:12][CH2:11]2)=[O:23])[CH:18]=[CH:19][CH:20]=1.